Dataset: Cav3 T-type calcium channel HTS with 100,875 compounds. Task: Binary Classification. Given a drug SMILES string, predict its activity (active/inactive) in a high-throughput screening assay against a specified biological target. (1) The compound is O=C(n1c2c(nc1)cccc2)CCCC(=O)n1c2c(nc1)cccc2. The result is 0 (inactive). (2) The drug is S(CC(=O)Nc1cc(ccc1)C(F)(F)F)c1oc(nn1)CNC(=O)c1sccc1. The result is 1 (active). (3) The molecule is O=C1N(C2CCCCC2)C(=O)C(/C(=O)N1C1CCCCC1)=C(/N)N. The result is 0 (inactive). (4) The molecule is O=C(Nc1n(c(=O)n(c(=O)c1)C)C)C1CC1. The result is 0 (inactive).